From a dataset of Reaction yield outcomes from USPTO patents with 853,638 reactions. Predict the reaction yield, written as a fraction of the theoretical maximum amount of product (1.0 means a 100% yield; for example, 0.34 means a 34% yield). (1) The reactants are [NH2:1][C:2]1[CH:10]=[CH:9][C:5]([C:6]([OH:8])=O)=[CH:4][C:3]=1[O:11][CH3:12].[CH2:13]1[C@H:22]2[C@H:17]([CH2:18][CH2:19][C:20]3[CH:26]=[CH:25][CH:24]=[CH:23][C:21]=32)[NH:16][CH2:15][CH2:14]1.F[P-](F)(F)(F)(F)F.N1(OC(N(C)C)=[N+](C)C)C2N=CC=CC=2N=N1. No catalyst specified. The product is [NH2:1][C:2]1[CH:10]=[CH:9][C:5]([C:6]([N:16]2[C@@H:17]3[C@@H:22]([C:21]4[CH:23]=[CH:24][CH:25]=[CH:26][C:20]=4[CH2:19][CH2:18]3)[CH2:13][CH2:14][CH2:15]2)=[O:8])=[CH:4][C:3]=1[O:11][CH3:12]. The yield is 0.640. (2) The reactants are [C:1]1([C:7]2[NH:11][CH:10]=[C:9]([CH:12]=[O:13])[CH:8]=2)[CH:6]=[CH:5][CH:4]=[CH:3][CH:2]=1.[H-].[Na+].C1OCCOCCOCCOCCOC1.[Cl:31][C:32]1[N:37]=[CH:36][C:35]([S:38](Cl)(=[O:40])=[O:39])=[CH:34][CH:33]=1. The catalyst is O1CCCC1.C(OCC)(=O)C. The product is [Cl:31][C:32]1[N:37]=[CH:36][C:35]([S:38]([N:11]2[C:7]([C:1]3[CH:6]=[CH:5][CH:4]=[CH:3][CH:2]=3)=[CH:8][C:9]([CH:12]=[O:13])=[CH:10]2)(=[O:40])=[O:39])=[CH:34][CH:33]=1. The yield is 0.730. (3) The reactants are Cl[C:2]1[C:3]2[C:10]3[CH2:11][CH2:12][CH2:13][CH2:14][C:9]=3[S:8][C:4]=2[N:5]=[CH:6][N:7]=1. The catalyst is C(CN)CN.O. The product is [N:5]1[C:4]2[S:8][C:9]3[CH2:14][CH2:13][CH2:12][CH2:11][C:10]=3[C:3]=2[C:2]([CH:2]([NH2:7])[CH2:3][CH2:4][NH2:5])=[N:7][CH:6]=1. The yield is 0.520.